This data is from Forward reaction prediction with 1.9M reactions from USPTO patents (1976-2016). The task is: Predict the product of the given reaction. (1) Given the reactants [CH3:1][O:2][C:3]1[CH:8]=[CH:7][CH:6]=[C:5]([O:9][CH3:10])[C:4]=1[CH:11]1[NH:16][C:15](=[O:17])[CH2:14][CH2:13][CH2:12]1.[H-].[Na+].[CH2:20]([O:27][C:28]1[CH:33]=[CH:32][C:31]([CH2:34]Cl)=[CH:30][CH:29]=1)[C:21]1[CH:26]=[CH:25][CH:24]=[CH:23][CH:22]=1.C([O-])(O)=O.[Na+], predict the reaction product. The product is: [CH2:20]([O:27][C:28]1[CH:29]=[CH:30][C:31]([CH2:34][N:16]2[CH:11]([C:4]3[C:5]([O:9][CH3:10])=[CH:6][CH:7]=[CH:8][C:3]=3[O:2][CH3:1])[CH2:12][CH2:13][CH2:14][C:15]2=[O:17])=[CH:32][CH:33]=1)[C:21]1[CH:22]=[CH:23][CH:24]=[CH:25][CH:26]=1. (2) Given the reactants Br[C:2]1[C:7]2[NH:8][CH:9]=[N:10][C:6]=2[CH:5]=[C:4]([C:11]([F:14])([F:13])[F:12])[CH:3]=1.[CH3:15][N:16](C)C=O, predict the reaction product. The product is: [F:12][C:11]([F:14])([F:13])[C:4]1[CH:3]=[C:2]([C:15]#[N:16])[C:7]2[NH:8][CH:9]=[N:10][C:6]=2[CH:5]=1. (3) Given the reactants C[O:2][C:3]1[CH:4]=[C:5]2[C:10](=[CH:11][CH:12]=1)[CH2:9][NH:8][CH2:7][CH2:6]2.[Cl-:13].[Al+3].[Cl-].[Cl-].Cl.C(=O)(O)[O-].[Na+], predict the reaction product. The product is: [ClH:13].[OH:2][C:3]1[CH:4]=[C:5]2[C:10](=[CH:11][CH:12]=1)[CH2:9][NH:8][CH2:7][CH2:6]2. (4) Given the reactants [I:1][C:2]1[CH:9]=[CH:8][C:5]([CH2:6]Br)=[CH:4][CH:3]=1.[H-].[Na+].[F:12][C:13]([F:22])([F:21])[CH2:14][CH2:15][CH:16]([C:19]#[N:20])[C:17]#[N:18].Cl, predict the reaction product. The product is: [I:1][C:2]1[CH:9]=[CH:8][C:5]([CH2:6][C:16]([CH2:15][CH2:14][C:13]([F:12])([F:21])[F:22])([C:17]#[N:18])[C:19]#[N:20])=[CH:4][CH:3]=1.